From a dataset of Full USPTO retrosynthesis dataset with 1.9M reactions from patents (1976-2016). Predict the reactants needed to synthesize the given product. (1) Given the product [CH:1]1([N:4]2[C:8]3[C:9]([O:19][C@@H:20]([C@H:22]4[CH2:26][NH:25][C:24](=[O:27])[CH2:23]4)[CH3:21])=[N:10][C:11]([C:13]4[CH:14]=[CH:15][CH:28]=[CH:17][CH:18]=4)=[CH:12][C:7]=3[N:6]=[CH:5]2)[CH2:3][CH2:2]1, predict the reactants needed to synthesize it. The reactants are: [CH:1]1([N:4]2[C:8]3[C:9]([O:19][C@@H:20]([C@H:22]4[CH2:26][NH:25][C:24](=[O:27])[CH2:23]4)[CH3:21])=[N:10][C:11]([C:13]4[CH:18]=[CH:17]N=[CH:15][CH:14]=4)=[CH:12][C:7]=3[N:6]=[CH:5]2)[CH2:3][CH2:2]1.[C:28]1(B(O)O)C=CC=CC=1. (2) The reactants are: [C:1]([C:5]1[CH:6]=[C:7]([NH:17][C:18]([NH:20][C:21]2[C:30]3[C:25](=[CH:26][CH:27]=[CH:28][CH:29]=3)[C:24]([O:31][C:32]3[CH:37]=[CH:36][N:35]=[C:34]([NH:38][C:39]4[CH:44]=[CH:43][CH:42]=[CH:41][CH:40]=4)[N:33]=3)=[CH:23][CH:22]=2)=[O:19])[C:8]([O:15][CH3:16])=[C:9]([CH:14]=1)[C:10]([O:12]C)=[O:11])([CH3:4])([CH3:3])[CH3:2].[OH-].[Na+].CO.Cl. Given the product [C:1]([C:5]1[CH:6]=[C:7]([NH:17][C:18]([NH:20][C:21]2[C:30]3[C:25](=[CH:26][CH:27]=[CH:28][CH:29]=3)[C:24]([O:31][C:32]3[CH:37]=[CH:36][N:35]=[C:34]([NH:38][C:39]4[CH:44]=[CH:43][CH:42]=[CH:41][CH:40]=4)[N:33]=3)=[CH:23][CH:22]=2)=[O:19])[C:8]([O:15][CH3:16])=[C:9]([CH:14]=1)[C:10]([OH:12])=[O:11])([CH3:4])([CH3:2])[CH3:3], predict the reactants needed to synthesize it. (3) Given the product [CH2:1]([O:3][C:4](=[O:13])[C:5]1[CH:10]=[CH:9][C:8]([O:11][CH2:21][CH3:22])=[C:7]([I:12])[CH:6]=1)[CH3:2], predict the reactants needed to synthesize it. The reactants are: [CH2:1]([O:3][C:4](=[O:13])[C:5]1[CH:10]=[CH:9][C:8]([OH:11])=[C:7]([I:12])[CH:6]=1)[CH3:2].C(=O)([O-])[O-].[K+].[K+].I[CH2:21][CH3:22].CCOC(C)=O. (4) Given the product [NH2:13][C:12]1[C:3]2=[N:4][CH:5]=[CH:6][C:7]([C:8]([F:11])([F:10])[F:9])=[C:2]2[S:18][C:17]=1[C:16]([O:15][CH3:14])=[O:19], predict the reactants needed to synthesize it. The reactants are: Cl[C:2]1[C:3]([C:12]#[N:13])=[N:4][CH:5]=[CH:6][C:7]=1[C:8]([F:11])([F:10])[F:9].[CH3:14][O:15][C:16](=[O:19])[CH2:17][SH:18].C(=O)([O-])[O-].[K+].[K+]. (5) Given the product [F:20][C:14]1[C:13]([B:30]2[O:35][C:36]([CH3:37])([CH3:38])[C:40]([CH3:41])([CH3:42])[O:39]2)=[CH:18][CH:17]=[C:16]([F:19])[N:15]=1, predict the reactants needed to synthesize it. The reactants are: ClC1C=C(NC2[C:18]3[C:13](=[C:14]([F:20])[N:15]=[C:16]([F:19])[CH:17]=3)OC=2N)C=CC=1F.FC1C=CC=C(F)N=1.[B:30]([O:39][CH:40]([CH3:42])[CH3:41])([O:35][CH:36]([CH3:38])[CH3:37])OC(C)C.[Li]CCCC. (6) Given the product [Cl:30][C:23]1[CH:22]=[C:21]([C:18]2[CH:19]=[CH:20][N:16]([CH2:15][C@@H:14]([NH:13][C:10]([C:2]3[N:1]=[C:5]4[CH2:6][CH2:7][CH2:8][CH2:9][N:4]4[CH:3]=3)=[O:12])[CH3:31])[N:17]=2)[CH:28]=[C:27]([F:29])[C:24]=1[C:25]#[N:26], predict the reactants needed to synthesize it. The reactants are: [N:1]1[C:2]([C:10]([OH:12])=O)=[CH:3][N:4]2[CH2:9][CH2:8][CH2:7][CH2:6][C:5]=12.[NH2:13][C@@H:14]([CH3:31])[CH2:15][N:16]1[CH:20]=[CH:19][C:18]([C:21]2[CH:28]=[C:27]([F:29])[C:24]([C:25]#[N:26])=[C:23]([Cl:30])[CH:22]=2)=[N:17]1.CN(C=O)C. (7) Given the product [Cl:10][C:11]1[CH:18]=[CH:17][CH:16]=[CH:15][C:12]=1[CH2:13][NH:14][CH:3]=[C:4]1[CH2:8][CH2:7][O:6][C:5]1=[O:9], predict the reactants needed to synthesize it. The reactants are: [Na].O[CH:3]=[C:4]1[CH2:8][CH2:7][O:6][C:5]1=[O:9].[Cl:10][C:11]1[CH:18]=[CH:17][CH:16]=[CH:15][C:12]=1[CH2:13][NH2:14]. (8) Given the product [CH2:9]([C:2]1[C:5](=[O:6])[C:4](=[O:7])[C:3]=1[CH2:3][CH2:2][CH2:5][CH3:4])[CH2:10][CH2:11][CH3:12], predict the reactants needed to synthesize it. The reactants are: O[C:2]1[C:3](=O)[C:4](=[O:7])[C:5]=1[OH:6].[CH2:9](O)[CH2:10][CH2:11][CH3:12].